From a dataset of Catalyst prediction with 721,799 reactions and 888 catalyst types from USPTO. Predict which catalyst facilitates the given reaction. (1) Reactant: [CH3:1][CH:2]([CH3:37])[CH2:3][C@@H:4]([NH:18][C:19](=[O:36])[CH:20]([NH:28]C(=O)OC(C)(C)C)[CH2:21][C:22]1[CH:27]=[CH:26][CH:25]=[CH:24][CH:23]=1)[B:5]1[O:9][C@H:8]2[CH2:10][C@@H:11]3[CH2:14][C@H:13]([C@:7]2([CH3:17])[O:6]1)[C:12]3([CH3:16])[CH3:15]. Product: [CH3:1][CH:2]([CH3:37])[CH2:3][C@@H:4]([NH:18][C:19](=[O:36])[C@H:20]([CH2:21][C:22]1[CH:23]=[CH:24][CH:25]=[CH:26][CH:27]=1)[NH2:28])[B:5]1[O:9][C@H:8]2[CH2:10][C@@H:11]3[CH2:14][C@H:13]([C@:7]2([CH3:17])[O:6]1)[C:12]3([CH3:16])[CH3:15]. The catalyst class is: 4. (2) Reactant: [OH:1][CH2:2][CH2:3][CH2:4][CH2:5][C:6]#[C:7][C:8]1[CH:13]=[CH:12][C:11]([CH:14]=[CH:15]C2C=CC(C=CC3C=CC=CC=3C(C#C)CCCO)=CC=2C)=[CH:10][CH:9]=1. Product: [OH:1][CH2:2][CH2:3][CH2:4][CH2:5][CH2:6][CH2:7][C:8]1[CH:9]=[CH:10][C:11]([CH2:14][CH2:15][C:10]2[CH:11]=[CH:12][C:13]([CH2:15][CH2:14][C:11]3[CH:10]=[CH:9][C:8]([CH2:7][CH2:6][CH2:5][CH2:4][CH2:3][CH2:2][OH:1])=[CH:13][CH:12]=3)=[C:8]([CH3:7])[CH:9]=2)=[CH:12][CH:13]=1. The catalyst class is: 123. (3) Reactant: [C:1]([OH:12])(=[O:11])[C:2]1[CH:10]=[CH:9][C:7]([OH:8])=[C:4]([O:5][CH3:6])[CH:3]=1.[OH-].[Na+].[CH2:15](Cl)[C:16]1[CH:21]=[CH:20][CH:19]=[CH:18][CH:17]=1. Product: [CH3:6][O:5][C:4]1[CH:3]=[C:2]([CH:10]=[CH:9][C:7]=1[O:8][CH2:15][C:16]1[CH:21]=[CH:20][CH:19]=[CH:18][CH:17]=1)[C:1]([OH:12])=[O:11]. The catalyst class is: 20.